Dataset: Reaction yield outcomes from USPTO patents with 853,638 reactions. Task: Predict the reaction yield, written as a fraction of the theoretical maximum amount of product (1.0 means a 100% yield; for example, 0.34 means a 34% yield). The reactants are [Br:1][CH2:2][CH2:3][CH2:4][CH2:5]Br.C(=O)([O-])[O-].[K+].[K+].[I-].[K+].[CH2:15]([O:17][C:18](=[O:27])[C:19]1[CH:24]=[CH:23][C:22]([OH:25])=[C:21]([F:26])[CH:20]=1)[CH3:16]. The catalyst is CC(C)=O. The product is [CH2:15]([O:17][C:18](=[O:27])[C:19]1[CH:24]=[CH:23][C:22]([O:25][CH2:5][CH2:4][CH2:3][CH2:2][Br:1])=[C:21]([F:26])[CH:20]=1)[CH3:16]. The yield is 0.800.